From a dataset of NCI-60 drug combinations with 297,098 pairs across 59 cell lines. Regression. Given two drug SMILES strings and cell line genomic features, predict the synergy score measuring deviation from expected non-interaction effect. (1) Drug 1: CCC(=C(C1=CC=CC=C1)C2=CC=C(C=C2)OCCN(C)C)C3=CC=CC=C3.C(C(=O)O)C(CC(=O)O)(C(=O)O)O. Drug 2: C1CCC(C(C1)N)N.C(=O)(C(=O)[O-])[O-].[Pt+4]. Cell line: HCT116. Synergy scores: CSS=74.2, Synergy_ZIP=5.72, Synergy_Bliss=4.73, Synergy_Loewe=7.67, Synergy_HSA=10.1. (2) Drug 1: C1=C(C(=O)NC(=O)N1)F. Drug 2: COC1=NC(=NC2=C1N=CN2C3C(C(C(O3)CO)O)O)N. Cell line: DU-145. Synergy scores: CSS=30.0, Synergy_ZIP=0.997, Synergy_Bliss=0.0322, Synergy_Loewe=-13.6, Synergy_HSA=-1.26.